Dataset: Reaction yield outcomes from USPTO patents with 853,638 reactions. Task: Predict the reaction yield, written as a fraction of the theoretical maximum amount of product (1.0 means a 100% yield; for example, 0.34 means a 34% yield). (1) The reactants are [Br:1][C:2]1[CH:10]=[C:9]([CH2:11][CH3:12])[C:5]([C:6]([OH:8])=O)=[C:4]([CH2:13][CH3:14])[CH:3]=1.C(N(C(C)C)CC)(C)C.F[P-](F)(F)(F)(F)F.N1(OC(N(C)C)=[N+](C)C)C2N=CC=CC=2N=N1.[Cl:48][C:49]1[CH:56]=[CH:55][C:52]([CH2:53][NH2:54])=[CH:51][CH:50]=1. The catalyst is ClCCl. The product is [Br:1][C:2]1[CH:3]=[C:4]([CH2:13][CH3:14])[C:5]([C:6]([NH:54][CH2:53][C:52]2[CH:55]=[CH:56][C:49]([Cl:48])=[CH:50][CH:51]=2)=[O:8])=[C:9]([CH2:11][CH3:12])[CH:10]=1. The yield is 0.750. (2) The reactants are [Cl:1][C:2]1[CH:7]=[CH:6][CH:5]=[C:4]([Cl:8])[C:3]=1[CH:9]([O:12][Si:13]([CH3:16])([CH3:15])[CH3:14])[CH:10]=O.[F:17][C:18]([F:25])([F:24])[C:19]1([CH2:22][NH2:23])[CH2:21][CH2:20]1.[BH-](OC(C)=O)(OC(C)=O)OC(C)=O.[Na+]. The catalyst is C(Cl)Cl. The product is [Cl:1][C:2]1[CH:7]=[CH:6][CH:5]=[C:4]([Cl:8])[C:3]=1[CH:9]([O:12][Si:13]([CH3:16])([CH3:15])[CH3:14])[CH2:10][NH:23][CH2:22][C:19]1([C:18]([F:25])([F:24])[F:17])[CH2:21][CH2:20]1. The yield is 0.700. (3) The reactants are [OH:1][N:2]=[C:3](Cl)[C:4]1[CH:15]=[CH:14][C:7]2[B:8]([OH:13])[O:9][C:10]([CH3:12])([CH3:11])[C:6]=2[CH:5]=1.[Br:17][C:18]1[CH:23]=[C:22]([C:24]([C:26]([F:29])([F:28])[F:27])=[CH2:25])[CH:21]=[C:20]([Br:30])[C:19]=1[Cl:31].CC(=O)OCC. The catalyst is CN(C=O)C. The product is [Br:17][C:18]1[CH:23]=[C:22]([C:24]2([C:26]([F:29])([F:28])[F:27])[O:1][N:2]=[C:3]([C:4]3[CH:15]=[CH:14][C:7]4[B:8]([OH:13])[O:9][C:10]([CH3:12])([CH3:11])[C:6]=4[CH:5]=3)[CH2:25]2)[CH:21]=[C:20]([Br:30])[C:19]=1[Cl:31]. The yield is 0.220. (4) The reactants are [OH:1][C:2]1[CH:3]=[C:4]([CH:9]=[CH:10][CH:11]=1)[CH:5]=[CH:6][CH:7]=O.[NH2:12][NH:13][C:14]([NH2:16])=[S:15]. No catalyst specified. The product is [OH:1][C:2]1[CH:3]=[C:4]([CH:9]=[CH:10][CH:11]=1)[CH:5]=[CH:6][CH:7]=[N:12][NH:13][C:14]([NH2:16])=[S:15]. The yield is 0.280. (5) The reactants are [CH:1]1([NH:4][C:5]([C:7]2[CH:8]=[C:9]([F:31])[C:10]([CH3:30])=[C:11]([C:13]3[C:14]([C:27](O)=[O:28])=[CH:15][C:16]([C:19]([NH:21][CH2:22][C:23]([CH3:26])([CH3:25])[CH3:24])=[O:20])=[CH:17][CH:18]=3)[CH:12]=2)=[O:6])[CH2:3][CH2:2]1.CN(C(ON1N=NC2C=CC=CC1=2)=[N+](C)C)C.F[P-](F)(F)(F)(F)F.CCN(CC)CC.[CH3:63][CH:64]([O:66][CH2:67][CH2:68][CH2:69][NH2:70])[CH3:65]. The catalyst is CN(C=O)C. The product is [CH:1]1([NH:4][C:5]([C:7]2[CH:12]=[C:11]([C:13]3[C:14]([C:27]([NH:70][CH2:69][CH2:68][CH2:67][O:66][CH:64]([CH3:65])[CH3:63])=[O:28])=[CH:15][C:16]([C:19]([NH:21][CH2:22][C:23]([CH3:26])([CH3:24])[CH3:25])=[O:20])=[CH:17][CH:18]=3)[C:10]([CH3:30])=[C:9]([F:31])[CH:8]=2)=[O:6])[CH2:3][CH2:2]1. The yield is 0.600. (6) The yield is 0.550. The catalyst is O1CCOCC1.C([O-])([O-])=O.[Na+].[Na+].Cl[Pd](Cl)([P](C1C=CC=CC=1)(C1C=CC=CC=1)C1C=CC=CC=1)[P](C1C=CC=CC=1)(C1C=CC=CC=1)C1C=CC=CC=1. The product is [CH3:21][O:20][C:13]1[CH:14]=[C:15]([O:18][CH3:19])[CH:16]=[CH:17][C:12]=1[CH2:11][N:9]1[CH2:10][C:6]2[C:5]([F:23])=[C:4]([NH:24][C@@H:25]3[CH2:30][CH2:29][O:28][CH2:27][C@@H:26]3[NH:31][C:32](=[O:38])[O:33][C:34]([CH3:37])([CH3:36])[CH3:35])[N:3]=[C:2]([C:47]3[S:48][C:49]([CH3:52])=[CH:50][CH:51]=3)[C:7]=2[C:8]1=[O:22]. The reactants are Cl[C:2]1[C:7]2[C:8](=[O:22])[N:9]([CH2:11][C:12]3[CH:17]=[CH:16][C:15]([O:18][CH3:19])=[CH:14][C:13]=3[O:20][CH3:21])[CH2:10][C:6]=2[C:5]([F:23])=[C:4]([NH:24][C@@H:25]2[CH2:30][CH2:29][O:28][CH2:27][C@@H:26]2[NH:31][C:32](=[O:38])[O:33][C:34]([CH3:37])([CH3:36])[CH3:35])[N:3]=1.CC1(C)C(C)(C)OB([C:47]2[S:48][C:49]([CH3:52])=[CH:50][CH:51]=2)O1.